Predict the product of the given reaction. From a dataset of Forward reaction prediction with 1.9M reactions from USPTO patents (1976-2016). Given the reactants [F:1][CH:2]([F:19])[CH2:3][NH:4][CH:5]1[CH2:11][CH2:10][C:9]2[C:12]([O:17][CH3:18])=[C:13]([NH2:16])[CH:14]=[CH:15][C:8]=2[CH2:7][CH2:6]1.Cl[C:21]1[N:26]=[C:25]([NH:27][C:28]2[CH:33]=[CH:32][CH:31]=[CH:30][C:29]=2[N:34]2[CH:38]=[CH:37][CH:36]=[N:35]2)[C:24]([Cl:39])=[CH:23][N:22]=1, predict the reaction product. The product is: [Cl:39][C:24]1[C:25]([NH:27][C:28]2[CH:33]=[CH:32][CH:31]=[CH:30][C:29]=2[N:34]2[CH:38]=[CH:37][CH:36]=[N:35]2)=[N:26][C:21]([NH:16][C:13]2[CH:14]=[CH:15][C:8]3[CH2:7][CH2:6][CH:5]([NH:4][CH2:3][CH:2]([F:19])[F:1])[CH2:11][CH2:10][C:9]=3[C:12]=2[O:17][CH3:18])=[N:22][CH:23]=1.